This data is from Catalyst prediction with 721,799 reactions and 888 catalyst types from USPTO. The task is: Predict which catalyst facilitates the given reaction. (1) Reactant: [Cl:1][C:2]1[CH:11]=[C:10]2[C:5]([CH:6]=[CH:7][C:8]([CH2:12][N:13]3[CH:17]=[C:16]([C:18]([NH:20][CH2:21][C:22]4[C:23]([CH3:37])=[CH:24][C:25]([NH:29]C(=O)OC(C)(C)C)=[N:26][C:27]=4[CH3:28])=[O:19])[N:15]=[N:14]3)=[N:9]2)=[CH:4][CH:3]=1.C(O)(C(F)(F)F)=O. Product: [NH2:29][C:25]1[N:26]=[C:27]([CH3:28])[C:22]([CH2:21][NH:20][C:18]([C:16]2[N:15]=[N:14][N:13]([CH2:12][C:8]3[CH:7]=[CH:6][C:5]4[C:10](=[CH:11][C:2]([Cl:1])=[CH:3][CH:4]=4)[N:9]=3)[CH:17]=2)=[O:19])=[C:23]([CH3:37])[CH:24]=1. The catalyst class is: 2. (2) The catalyst class is: 111. Product: [CH2:21]([C:20]([C:16]1[CH:17]=[C:18]([CH3:19])[C:13]([C:11]2[CH:12]=[C:7]([CH2:6][C:5]([OH:41])=[O:4])[CH:8]=[N:9][CH:10]=2)=[C:14]([CH3:40])[CH:15]=1)([C:23]1[CH:28]=[CH:27][C:26](/[CH:29]=[CH:30]/[C:31]([CH2:32][CH3:33])([OH:34])[CH2:35][CH3:36])=[C:25]([CH3:37])[CH:24]=1)[CH2:38][CH3:39])[CH3:22]. Reactant: [OH-].[Na+].C[O:4][C:5](=[O:41])[CH2:6][C:7]1[CH:8]=[N:9][CH:10]=[C:11]([C:13]2[C:18]([CH3:19])=[CH:17][C:16]([C:20]([CH2:38][CH3:39])([C:23]3[CH:28]=[CH:27][C:26](/[CH:29]=[CH:30]/[C:31]([CH2:35][CH3:36])([OH:34])[CH2:32][CH3:33])=[C:25]([CH3:37])[CH:24]=3)[CH2:21][CH3:22])=[CH:15][C:14]=2[CH3:40])[CH:12]=1.[Cl-].[NH4+]. (3) The catalyst class is: 6. Product: [C:1]1([C:7]#[C:8][C:9]2[CH:10]=[C:11]([C:18]([OH:20])=[O:19])[CH:12]=[C:13]([CH:17]=2)[C:14]([OH:16])=[O:15])[CH:6]=[CH:5][CH:4]=[CH:3][CH:2]=1. Reactant: [C:1]1([C:7]#[C:8][C:9]2[CH:10]=[C:11]([C:18]([O-:20])=[O:19])[CH:12]=[C:13]([CH:17]=2)[C:14]([O-:16])=[O:15])[CH:6]=[CH:5][CH:4]=[CH:3][CH:2]=1.[K+].[K+]. (4) Reactant: [NH2:1][C:2]1[N:12]=[CH:11][CH:10]=[CH:9][C:3]=1[C:4]([O:6][CH2:7][CH3:8])=[O:5].Br[C:14]1[CH:19]=[CH:18][CH:17]=[CH:16][C:15]=1[C:20](=O)[CH3:21]. Product: [C:15]1([C:20]2[N:1]=[C:2]3[C:3]([C:4]([O:6][CH2:7][CH3:8])=[O:5])=[CH:9][CH:10]=[CH:11][N:12]3[CH:21]=2)[CH:16]=[CH:17][CH:18]=[CH:19][CH:14]=1. The catalyst class is: 21. (5) Reactant: [NH2:1][C:2]([NH2:4])=[O:3].ClC(Cl)(OC(=O)OC(Cl)(Cl)Cl)Cl.[CH3:17][C:18]1[N:23]=[CH:22][C:21](N)=[CH:20][CH:19]=1.CCN(C(C)C)C(C)C.N[C:35]1[C:36]([N:50]([CH2:55][CH:56]([CH3:58])[CH3:57])[CH2:51][CH:52]([CH3:54])[CH3:53])=[CH:37][C:38]([F:49])=[C:39]([C@@H:41]2[CH2:43][C@@H:42]2[C:44]([O:46]CC)=[O:45])[CH:40]=1.[OH-].[Na+]. Product: [CH2:51]([N:50]([CH2:55][CH:56]([CH3:58])[CH3:57])[C:36]1[C:35]([NH:1][C:2]([NH:4][C:21]2[CH:22]=[N:23][C:18]([CH3:17])=[CH:19][CH:20]=2)=[O:3])=[CH:40][C:39]([CH:41]2[CH2:43][CH:42]2[C:44]([OH:46])=[O:45])=[C:38]([F:49])[CH:37]=1)[CH:52]([CH3:54])[CH3:53]. The catalyst class is: 87. (6) Reactant: [Cl:1][C:2]1[CH:13]=[CH:12][C:11]([Cl:14])=[CH:10][C:3]=1[C:4]([NH:6][CH2:7][CH:8]=O)=[O:5].Cl.[NH2:16][OH:17].[C:18]([O-:21])(=O)C.[Na+]. Product: [Cl:1][C:2]1[CH:13]=[CH:12][C:11]([Cl:14])=[CH:10][C:3]=1[C:4]([NH:6][CH2:7][CH2:8][N:16]([CH:18]=[O:21])[OH:17])=[O:5]. The catalyst class is: 5.